Dataset: NCI-60 drug combinations with 297,098 pairs across 59 cell lines. Task: Regression. Given two drug SMILES strings and cell line genomic features, predict the synergy score measuring deviation from expected non-interaction effect. (1) Drug 1: CCC1=CC2CC(C3=C(CN(C2)C1)C4=CC=CC=C4N3)(C5=C(C=C6C(=C5)C78CCN9C7C(C=CC9)(C(C(C8N6C)(C(=O)OC)O)OC(=O)C)CC)OC)C(=O)OC.C(C(C(=O)O)O)(C(=O)O)O. Drug 2: CC1=CC=C(C=C1)C2=CC(=NN2C3=CC=C(C=C3)S(=O)(=O)N)C(F)(F)F. Cell line: CAKI-1. Synergy scores: CSS=27.4, Synergy_ZIP=1.12, Synergy_Bliss=0.271, Synergy_Loewe=-23.7, Synergy_HSA=2.00. (2) Drug 1: CN1C2=C(C=C(C=C2)N(CCCl)CCCl)N=C1CCCC(=O)O.Cl. Drug 2: C1C(C(OC1N2C=NC(=NC2=O)N)CO)O. Cell line: SF-268. Synergy scores: CSS=-0.692, Synergy_ZIP=0.0923, Synergy_Bliss=-1.73, Synergy_Loewe=-2.60, Synergy_HSA=-2.52. (3) Drug 2: CCC1=C2CN3C(=CC4=C(C3=O)COC(=O)C4(CC)O)C2=NC5=C1C=C(C=C5)O. Synergy scores: CSS=22.5, Synergy_ZIP=-0.529, Synergy_Bliss=3.99, Synergy_Loewe=-2.84, Synergy_HSA=2.17. Drug 1: CN1CCC(CC1)COC2=C(C=C3C(=C2)N=CN=C3NC4=C(C=C(C=C4)Br)F)OC. Cell line: HT29.